Dataset: Catalyst prediction with 721,799 reactions and 888 catalyst types from USPTO. Task: Predict which catalyst facilitates the given reaction. (1) Reactant: [C:1]([O:5][C:6]([N:8]1[CH2:13][CH2:12][CH:11](OS(C)(=O)=O)[CH2:10][CH2:9]1)=[O:7])([CH3:4])([CH3:3])[CH3:2].[Cl:19][C:20]1[CH:25]=[CH:24][C:23]([SH:26])=[CH:22][CH:21]=1.C([O-])([O-])=O.[K+].[K+]. Product: [C:1]([O:5][C:6]([N:8]1[CH2:9][CH2:10][CH:11]([S:26][C:23]2[CH:24]=[CH:25][C:20]([Cl:19])=[CH:21][CH:22]=2)[CH2:12][CH2:13]1)=[O:7])([CH3:2])([CH3:3])[CH3:4]. The catalyst class is: 18. (2) Product: [S:48]([OH:51])([O:47][N:42]1[C:41](=[O:52])[N:40]2[CH2:46][C@H:43]1[CH2:44][CH2:45][C@H:39]2[C:37]1[O:36][N:35]=[C:34]([CH:31]2[CH2:32][CH2:33][NH:28][CH2:29][CH2:30]2)[N:38]=1)(=[O:49])=[O:50]. Reactant: N(CC)CC.S([O-])([O-])(=O)=O.C1C2C(COC([N:28]3[CH2:33][CH2:32][CH:31]([C:34]4[N:38]=[C:37]([C@@H:39]5[CH2:45][CH2:44][C@@H:43]6[CH2:46][N:40]5[C:41](=[O:52])[N:42]6[O:47][S:48]([OH:51])(=[O:50])=[O:49])[O:36][N:35]=4)[CH2:30][CH2:29]3)=O)C3C(=CC=CC=3)C=2C=CC=1.C([N+](CCCC)(CCCC)CCCC)CCC.C([N+](CCCC)(CCCC)CCCC)CCC. The catalyst class is: 2.